From a dataset of Full USPTO retrosynthesis dataset with 1.9M reactions from patents (1976-2016). Predict the reactants needed to synthesize the given product. Given the product [C:1]([C:3]1[CH:8]=[CH:7][C:6]([NH:9][CH:10]([C:16]2[CH:21]=[C:20]([CH:22]([CH3:23])[CH3:24])[C:19]([O:25][CH2:41][C:42](=[O:43])[NH2:44])=[CH:18][C:17]=2[CH3:29])[C:11]([O:13][CH2:14][CH3:15])=[O:12])=[CH:5][CH:4]=1)#[N:2], predict the reactants needed to synthesize it. The reactants are: [C:1]([C:3]1[CH:8]=[CH:7][C:6]([NH:9][CH:10]([C:16]2[CH:21]=[C:20]([CH:22]([CH3:24])[CH3:23])[C:19]([O:25]C(C)C)=[CH:18][C:17]=2[CH3:29])[C:11]([O:13][CH2:14][CH3:15])=[O:12])=[CH:5][CH:4]=1)#[N:2].B(Br)(Br)Br.C([O-])([O-])=O.[Cs+].[Cs+].I[CH2:41][C:42]([NH2:44])=[O:43].OS([O-])(=O)=O.[K+].